Dataset: NCI-60 drug combinations with 297,098 pairs across 59 cell lines. Task: Regression. Given two drug SMILES strings and cell line genomic features, predict the synergy score measuring deviation from expected non-interaction effect. Drug 1: CC12CCC3C(C1CCC2=O)CC(=C)C4=CC(=O)C=CC34C. Drug 2: C1=NC2=C(N=C(N=C2N1C3C(C(C(O3)CO)O)F)Cl)N. Cell line: DU-145. Synergy scores: CSS=43.0, Synergy_ZIP=-3.32, Synergy_Bliss=-4.94, Synergy_Loewe=-17.7, Synergy_HSA=-2.46.